Dataset: Full USPTO retrosynthesis dataset with 1.9M reactions from patents (1976-2016). Task: Predict the reactants needed to synthesize the given product. (1) Given the product [F:53][C:54]([F:59])([F:58])[C:55]([OH:57])=[O:56].[CH3:16][C@@H:13]([CH2:14][CH3:15])[C@H:5]([N:4]1[CH2:3][CH2:2][N:1]([CH2:27][C:20]2[C:21]3[C:26](=[CH:25][CH:24]=[CH:23][CH:22]=3)[N:17]=[CH:18][CH:19]=2)[C:37]1=[O:40])[C:6]([OH:8])=[O:7], predict the reactants needed to synthesize it. The reactants are: [NH2:1][CH2:2][CH2:3][NH:4][C@@H:5]([C@@H:13]([CH3:16])[CH2:14][CH3:15])[C:6]([O:8]C(C)(C)C)=[O:7].[N:17]1[C:26]2[C:21](=[CH:22][CH:23]=[CH:24][CH:25]=2)[C:20]([CH:27]=O)=[CH:19][CH:18]=1.[BH4-].[Na+].[N+](C1C=C[C:37]([O:40]C(=O)OC2C=CC([N+]([O-])=O)=CC=2)=CC=1)([O-])=O.[F:53][C:54]([F:59])([F:58])[C:55]([OH:57])=[O:56]. (2) Given the product [Cl:24][C:25]1[CH:37]=[C:36]([C:2]2[CH:3]=[C:4]([C:21]([NH2:23])=[O:22])[C:5]3[NH:6][C:7]4[C:12]([C:13]=3[CH:14]=2)=[CH:11][CH:10]=[C:9]([C:15]2[CH:16]=[N:17][CH:18]=[CH:19][CH:20]=2)[CH:8]=4)[CH:35]=[CH:34][C:26]=1[CH2:27][N:28]1[CH2:29][CH2:30][O:31][CH2:32][CH2:33]1, predict the reactants needed to synthesize it. The reactants are: Br[C:2]1[CH:3]=[C:4]([C:21]([NH2:23])=[O:22])[C:5]2[NH:6][C:7]3[C:12]([C:13]=2[CH:14]=1)=[CH:11][CH:10]=[C:9]([C:15]1[CH:16]=[N:17][CH:18]=[CH:19][CH:20]=1)[CH:8]=3.[Cl:24][C:25]1[CH:37]=[C:36](B2OC(C)(C)C(C)(C)O2)[CH:35]=[CH:34][C:26]=1[CH2:27][N:28]1[CH2:33][CH2:32][O:31][CH2:30][CH2:29]1. (3) Given the product [NH2:30][CH2:2][C:3]1[N:12]=[C:11]([N:13]([C:15]2[CH:20]=[CH:19][C:18]([O:21][CH:22]([CH3:24])[CH3:23])=[CH:17][CH:16]=2)[CH3:14])[C:10]2[C:5](=[CH:6][CH:7]=[C:8]([NH2:25])[CH:9]=2)[N:4]=1, predict the reactants needed to synthesize it. The reactants are: Cl[CH2:2][C:3]1[N:12]=[C:11]([N:13]([C:15]2[CH:20]=[CH:19][C:18]([O:21][CH:22]([CH3:24])[CH3:23])=[CH:17][CH:16]=2)[CH3:14])[C:10]2[C:5](=[CH:6][CH:7]=[C:8]([N+:25]([O-])=O)[CH:9]=2)[N:4]=1.ClC1C2C(=CC=C([N+]([O-])=O)C=2)N=C(CCl)[N:30]=1.C(OC1C=CC(NC)=CC=1)(C)C.C(Cl)Cl. (4) Given the product [F:24][C:7]1[CH:6]=[CH:5][C:4]([S:10]([N:13]2[C:21]3[CH:20]=[CH:19][CH:18]=[C:17]([CH:22]=[O:23])[C:16]=3[CH:15]=[CH:14]2)(=[O:12])=[O:11])=[CH:3][CH:8]=1, predict the reactants needed to synthesize it. The reactants are: CO[C:3]1[CH:8]=[CH:7][C:6](C)=[CH:5][C:4]=1[S:10]([N:13]1[C:21]2[CH:20]=[CH:19][CH:18]=[C:17]([CH:22]=[O:23])[C:16]=2[CH:15]=[CH:14]1)(=[O:12])=[O:11].[F:24]C1C=CC(S(N2C3C(=C(C=C)C=CC=3)C=C2)(=O)=O)=CC=1.N1C(C)=CC=CC=1C.I([O-])(=O)(=O)=O.[Na+].